This data is from Reaction yield outcomes from USPTO patents with 853,638 reactions. The task is: Predict the reaction yield, written as a fraction of the theoretical maximum amount of product (1.0 means a 100% yield; for example, 0.34 means a 34% yield). (1) The reactants are [CH2:1]([O:3][P:4](Cl)(=[O:8])[O:5][CH2:6][CH3:7])[CH3:2].[CH:10]1([Mg]Br)[CH2:12][CH2:11]1.[NH4+].[Cl-]. The product is [CH2:1]([O:3][P:4]([CH:10]1[CH2:12][CH2:11]1)(=[O:8])[O:5][CH2:6][CH3:7])[CH3:2]. The catalyst is C1COCC1. The yield is 0.510. (2) The reactants are [NH2:1][C:2]1[CH:12]=[CH:11][C:5]([O:6][CH2:7][C:8]([OH:10])=[O:9])=[C:4]([C:13](=[O:24])[NH:14][CH2:15][C:16]2[CH:21]=[CH:20][C:19]([Br:22])=[CH:18][C:17]=2[F:23])[CH:3]=1.[CH2:25](O)[CH:26]=[CH2:27]. The catalyst is OS(O)(=O)=O. The product is [CH2:27]([O:9][C:8](=[O:10])[CH2:7][O:6][C:5]1[CH:11]=[CH:12][C:2]([NH2:1])=[CH:3][C:4]=1[C:13](=[O:24])[NH:14][CH2:15][C:16]1[CH:21]=[CH:20][C:19]([Br:22])=[CH:18][C:17]=1[F:23])[CH:26]=[CH2:25]. The yield is 0.200. (3) The reactants are [C:1]([O:5][C:6](=[O:34])[NH:7][C:8]1[CH:9]=[N:10][C:11]2[CH2:12][CH:13]([C:25]([CH3:33])([CH3:32])[O:26][SiH2:27][C:28]([CH3:31])([CH3:30])[CH3:29])[CH2:14][N:15](CC3C=CC=CC=3)[C:16]=2[CH:17]=1)([CH3:4])([CH3:3])[CH3:2].C([O-])=O.[NH4+]. The catalyst is CO.[Pd]. The product is [C:1]([O:5][C:6](=[O:34])[NH:7][C:8]1[CH:9]=[N:10][C:11]2[CH2:12][CH:13]([C:25]([CH3:33])([CH3:32])[O:26][SiH2:27][C:28]([CH3:31])([CH3:30])[CH3:29])[CH2:14][NH:15][C:16]=2[CH:17]=1)([CH3:4])([CH3:3])[CH3:2]. The yield is 0.871. (4) The reactants are [OH:1][CH:2]1[CH2:7][N:6]([C:8]([O:10][C:11]([CH3:14])([CH3:13])[CH3:12])=[O:9])[CH:5]([CH2:15][C:16]2([OH:22])[CH2:21][CH2:20][O:19][CH2:18][CH2:17]2)[CH2:4][CH2:3]1.C(N(CC)CC)C.[CH3:30][S:31](Cl)(=[O:33])=[O:32]. The catalyst is ClCCl. The product is [OH:22][C:16]1([CH2:15][C@H:5]2[CH2:4][CH2:3][C@H:2]([O:1][S:31]([CH3:30])(=[O:33])=[O:32])[CH2:7][N:6]2[C:8]([O:10][C:11]([CH3:13])([CH3:14])[CH3:12])=[O:9])[CH2:17][CH2:18][O:19][CH2:20][CH2:21]1. The yield is 0.280. (5) The catalyst is C(Cl)Cl. The reactants are Cl.[CH3:2][N:3]1[C:7](=[O:8])[C:6]([CH3:9])=[C:5]([CH3:10])[NH:4]1.N1C=CC=CC=1.[O:17](S(C(F)(F)F)(=O)=O)[S:18]([C:21]([F:24])([F:23])[F:22])(=O)=[O:19]. The product is [F:22][C:21]([F:24])([F:23])[S:18]([O:8][C:7]1[N:3]([CH3:2])[N:4]=[C:5]([CH3:10])[C:6]=1[CH3:9])(=[O:19])=[O:17]. The yield is 0.670.